From a dataset of Full USPTO retrosynthesis dataset with 1.9M reactions from patents (1976-2016). Predict the reactants needed to synthesize the given product. (1) Given the product [Cl:1][C:2]1[C:3]([O:12][C:13]2[CH:18]=[C:17]([O:19][CH:20]([CH3:22])[CH3:21])[CH:16]=[CH:15][C:14]=2/[CH:23]=[C:24](\[CH3:28])/[C:25]([NH:41][S:38]([NH:37][CH2:36][CH2:35][C:30]2[CH:31]=[CH:32][CH:33]=[CH:34][N:29]=2)(=[O:39])=[O:40])=[O:26])=[N:4][CH:5]=[C:6]([C:8]([F:9])([F:11])[F:10])[CH:7]=1, predict the reactants needed to synthesize it. The reactants are: [Cl:1][C:2]1[C:3]([O:12][C:13]2[CH:18]=[C:17]([O:19][CH:20]([CH3:22])[CH3:21])[CH:16]=[CH:15][C:14]=2/[CH:23]=[C:24](\[CH3:28])/[C:25](O)=[O:26])=[N:4][CH:5]=[C:6]([C:8]([F:11])([F:10])[F:9])[CH:7]=1.[N:29]1[CH:34]=[CH:33][CH:32]=[CH:31][C:30]=1[CH2:35][CH2:36][NH:37][S:38]([NH2:41])(=[O:40])=[O:39].Cl.C(N=C=NCCCN(C)C)C.CN(C)C=O. (2) Given the product [CH2:1]([O:8][C:9]1[CH:15]=[CH:14][C:12]([NH:13][CH2:44][C:42]2[CH:41]=[CH:40][C:38]3[N:39]=[C:35]([S:34][CH3:33])[S:36][C:37]=3[CH:43]=2)=[C:11]([N+:16]([O-:18])=[O:17])[CH:10]=1)[C:2]1[CH:3]=[CH:4][CH:5]=[CH:6][CH:7]=1, predict the reactants needed to synthesize it. The reactants are: [CH2:1]([O:8][C:9]1[CH:15]=[CH:14][C:12]([NH2:13])=[C:11]([N+:16]([O-:18])=[O:17])[CH:10]=1)[C:2]1[CH:7]=[CH:6][CH:5]=[CH:4][CH:3]=1.C(O[BH-](OC(=O)C)OC(=O)C)(=O)C.[Na+].[CH3:33][S:34][C:35]1[S:36][C:37]2[CH:43]=[C:42]([CH:44]=O)[CH:41]=[CH:40][C:38]=2[N:39]=1.